Dataset: Forward reaction prediction with 1.9M reactions from USPTO patents (1976-2016). Task: Predict the product of the given reaction. (1) Given the reactants [C:1]1([C:33]2[CH:38]=[CH:37][CH:36]=[CH:35][CH:34]=2)[CH:6]=[CH:5][CH:4]=[CH:3][C:2]=1[NH:7][C:8]1[C:20]2[C:19]3[C:14](=[CH:15][CH:16]=[CH:17][CH:18]=3)[C:13]3([C:32]4[CH:31]=[CH:30][CH:29]=[CH:28][C:27]=4[C:26]4[C:21]3=[CH:22][CH:23]=[CH:24][CH:25]=4)[C:12]=2[CH:11]=[CH:10][CH:9]=1.[Br:39][C:40]1[CH:45]=[CH:44][C:43]([C:46]2[CH:51]=[CH:50][C:49](Br)=[CH:48][CH:47]=2)=[CH:42][CH:41]=1.CC(C)([O-])C.[Na+], predict the reaction product. The product is: [C:1]1([C:33]2[CH:34]=[CH:35][CH:36]=[CH:37][CH:38]=2)[CH:6]=[CH:5][CH:4]=[CH:3][C:2]=1[N:7]([C:49]1[CH:48]=[CH:47][C:46]([C:43]2[CH:42]=[CH:41][C:40]([Br:39])=[CH:45][CH:44]=2)=[CH:51][CH:50]=1)[C:8]1[C:20]2[C:19]3[C:14](=[CH:15][CH:16]=[CH:17][CH:18]=3)[C:13]3([C:32]4[CH:31]=[CH:30][CH:29]=[CH:28][C:27]=4[C:26]4[C:21]3=[CH:22][CH:23]=[CH:24][CH:25]=4)[C:12]=2[CH:11]=[CH:10][CH:9]=1. (2) The product is: [OH:17][NH:16][C:1](=[NH:8])[C:2]1[CH:7]=[CH:6][CH:5]=[CH:4][CH:3]=1. Given the reactants [C:1](#[N:8])[C:2]1[CH:7]=[CH:6][CH:5]=[CH:4][CH:3]=1.C(=O)([O-])[O-].[K+].[K+].Cl.[NH2:16][OH:17], predict the reaction product.